This data is from Reaction yield outcomes from USPTO patents with 853,638 reactions. The task is: Predict the reaction yield, written as a fraction of the theoretical maximum amount of product (1.0 means a 100% yield; for example, 0.34 means a 34% yield). (1) The reactants are Br[C:2]1[CH:3]=[C:4]([C:7]([O:9][CH3:10])=[O:8])[O:5][CH:6]=1.C(=O)([O-])[O-].[K+].[K+].[CH3:17][N:18]1[C:22](B2OC(C)(C)C(C)(C)O2)=[CH:21][CH:20]=[N:19]1. The catalyst is O1CCOCC1.O.CC(C)([P](C(C)(C)C)([Pd][P](C(C)(C)C)(C(C)(C)C)C(C)(C)C)C(C)(C)C)C. The product is [CH3:17][N:18]1[C:22]([C:2]2[CH:3]=[C:4]([C:7]([O:9][CH3:10])=[O:8])[O:5][CH:6]=2)=[CH:21][CH:20]=[N:19]1. The yield is 0.260. (2) The reactants are Cl[CH2:2][C:3]1[CH:8]=[CH:7][CH:6]=[CH:5][C:4]=1[CH2:9][C:10]([OH:12])=[O:11].[NH:13]1[CH2:18][CH2:17][O:16][CH2:15][CH2:14]1. The catalyst is C1COCC1.C(OCC)(=O)C. The product is [O:16]1[CH2:17][CH2:18][N:13]([CH2:2][C:3]2[CH:8]=[CH:7][CH:6]=[CH:5][C:4]=2[CH2:9][C:10]([OH:12])=[O:11])[CH2:14][CH2:15]1. The yield is 0.870. (3) The reactants are [CH2:1]([O:3][C:4](=[O:9])/[CH:5]=[CH:6]/[CH:7]=[O:8])[CH3:2].[N+](C1C=CC=CC=1C(O)=O)([O-])=O.N1CCCC1.[OH:27][C:28]1[CH:35]=[CH:34][CH:33]=[C:32]([O:36][CH3:37])[C:29]=1[CH:30]=O. The catalyst is CS(C)=O. The product is [CH2:1]([O:3][C:4]([CH:5]1[C:6]([CH:7]=[O:8])=[CH:30][C:29]2[C:28](=[CH:35][CH:34]=[CH:33][C:32]=2[O:36][CH3:37])[O:27]1)=[O:9])[CH3:2]. The yield is 0.519. (4) The catalyst is ClCCl. The yield is 0.780. The product is [N:13]1[CH:14]=[CH:15][CH:16]=[CH:17][C:12]=1[S:11][S:7][CH2:8][CH2:9][OH:10]. The reactants are COC(SCl)=O.[SH:7][CH2:8][CH2:9][OH:10].[SH:11][C:12]1[CH:17]=[CH:16][CH:15]=[CH:14][N:13]=1. (5) The reactants are [NH2:1][C@@H:2]1[C@H:6]2[O:7][CH2:8][C@H:9]([NH:10][C:11](=[O:21])[CH2:12][CH2:13][CH2:14][CH:15]3[CH2:20][CH2:19][CH2:18][CH2:17][CH2:16]3)[C@H:5]2[O:4][CH2:3]1.[CH:22]1([C:25](O)=[O:26])[CH2:24][CH2:23]1.ON1C2C=CC=CC=2N=N1.Cl.C(N=C=NCCCN(C)C)C. The catalyst is CS(C)=O.O. The product is [CH:15]1([CH2:14][CH2:13][CH2:12][C:11]([NH:10][C@@H:9]2[C@H:5]3[O:4][CH2:3][C@H:2]([NH:1][C:25]([CH:22]4[CH2:24][CH2:23]4)=[O:26])[C@H:6]3[O:7][CH2:8]2)=[O:21])[CH2:20][CH2:19][CH2:18][CH2:17][CH2:16]1. The yield is 0.670. (6) The reactants are [CH3:1][C:2]1([CH3:15])[C:11]2[C:6](=[CH:7][C:8]([N+:12]([O-:14])=[O:13])=[CH:9][CH:10]=2)[NH:5][CH2:4][CH2:3]1.[CH3:16][C:17]([O:20][C:21](O[C:21]([O:20][C:17]([CH3:19])([CH3:18])[CH3:16])=[O:22])=[O:22])([CH3:19])[CH3:18]. No catalyst specified. The product is [C:17]([O:20][C:21]([N:5]1[C:6]2[C:11](=[CH:10][CH:9]=[C:8]([N+:12]([O-:14])=[O:13])[CH:7]=2)[C:2]([CH3:15])([CH3:1])[CH2:3][CH2:4]1)=[O:22])([CH3:19])([CH3:18])[CH3:16]. The yield is 0.220. (7) The reactants are [F:1][C:2]([F:17])([F:16])[C:3]1[CH:8]=[CH:7][C:6]([C:9]2[O:13][N:12]=[C:11]([CH2:14][OH:15])[CH:10]=2)=[CH:5][CH:4]=1.[C:18]([Si:22](Cl)([CH3:24])[CH3:23])([CH3:21])([CH3:20])[CH3:19].N1C=CN=C1.C(Cl)Cl. The catalyst is O. The product is [Si:22]([O:15][CH2:14][C:11]1[CH:10]=[C:9]([C:6]2[CH:5]=[CH:4][C:3]([C:2]([F:1])([F:16])[F:17])=[CH:8][CH:7]=2)[O:13][N:12]=1)([C:18]([CH3:21])([CH3:20])[CH3:19])([CH3:24])[CH3:23]. The yield is 0.940.